From a dataset of Forward reaction prediction with 1.9M reactions from USPTO patents (1976-2016). Predict the product of the given reaction. (1) Given the reactants Br[C:2]1[CH:11]=[CH:10][CH:9]=[C:8]2[C:3]=1[CH:4]=[CH:5][N:6]=[C:7]2[NH:12][C:13]1[CH:14]=[C:15]2[C:20](=[CH:21][CH:22]=1)[N:19]=[CH:18][CH:17]=[CH:16]2.CC([O-])=O.[K+].[B:28]1([B:28]2[O:32][C:31]([CH3:34])([CH3:33])[C:30]([CH3:36])([CH3:35])[O:29]2)[O:32][C:31]([CH3:34])([CH3:33])[C:30]([CH3:36])([CH3:35])[O:29]1, predict the reaction product. The product is: [N:19]1[C:20]2[C:15](=[CH:14][C:13]([NH:12][C:7]3[C:8]4[C:3](=[C:2]([B:28]5[O:32][C:31]([CH3:34])([CH3:33])[C:30]([CH3:36])([CH3:35])[O:29]5)[CH:11]=[CH:10][CH:9]=4)[CH:4]=[CH:5][N:6]=3)=[CH:22][CH:21]=2)[CH:16]=[CH:17][CH:18]=1. (2) Given the reactants Br[CH2:2][CH2:3][CH2:4][CH2:5][O:6][C:7]1[CH:25]=[CH:24][C:10]2[C:11]([C:14]3[CH:19]=[CH:18][C:17]([C:20]([F:23])([F:22])[F:21])=[CH:16][CH:15]=3)=[N:12][S:13][C:9]=2[CH:8]=1.[CH2:26]([NH:28][CH2:29][CH3:30])[CH3:27], predict the reaction product. The product is: [CH2:26]([N:28]([CH2:29][CH3:30])[CH2:2][CH2:3][CH2:4][CH2:5][O:6][C:7]1[CH:25]=[CH:24][C:10]2[C:11]([C:14]3[CH:19]=[CH:18][C:17]([C:20]([F:23])([F:22])[F:21])=[CH:16][CH:15]=3)=[N:12][S:13][C:9]=2[CH:8]=1)[CH3:27].